Dataset: Catalyst prediction with 721,799 reactions and 888 catalyst types from USPTO. Task: Predict which catalyst facilitates the given reaction. Reactant: [Cl:1][C:2]1[CH:8]=[CH:7][C:5]([NH2:6])=[CH:4][C:3]=1[N+:9]([O-:11])=[O:10].[C:12](OC(=O)C)(=[O:14])[CH3:13]. Product: [Cl:1][C:2]1[CH:8]=[CH:7][C:5]([NH:6][C:12](=[O:14])[CH3:13])=[CH:4][C:3]=1[N+:9]([O-:11])=[O:10]. The catalyst class is: 2.